From a dataset of Forward reaction prediction with 1.9M reactions from USPTO patents (1976-2016). Predict the product of the given reaction. Given the reactants [Cl:1][C:2]1[C:7]([OH:8])=[CH:6][CH:5]=[C:4]([I:9])[N:3]=1.[H-].[Na+].Br[CH2:13][C:14]([O:16][CH3:17])=[O:15], predict the reaction product. The product is: [Cl:1][C:2]1[C:7]([O:8][CH2:13][C:14]([O:16][CH3:17])=[O:15])=[CH:6][CH:5]=[C:4]([I:9])[N:3]=1.